Predict which catalyst facilitates the given reaction. From a dataset of Catalyst prediction with 721,799 reactions and 888 catalyst types from USPTO. (1) Reactant: C1C=CC2N(O)N=NC=2C=1.C(Cl)CCl.CCN(C(C)C)C(C)C.[O:24]=[C:25]1[C:34]2[CH:35]=[N:36][C:37]([C:39]3[CH:47]=[CH:46][C:42]([C:43](O)=[O:44])=[CH:41][CH:40]=3)=[CH:38][C:33]=2[O:32][C:31]2[CH:30]=[CH:29][CH:28]=[CH:27][C:26]1=2.[NH:48]1[CH2:53][CH2:52][O:51][CH2:50][CH2:49]1. Product: [N:48]1([C:43]([C:42]2[CH:41]=[CH:40][C:39]([C:37]3[N:36]=[CH:35][C:34]4[C:25](=[O:24])[C:26]5[CH:27]=[CH:28][CH:29]=[CH:30][C:31]=5[O:32][C:33]=4[CH:38]=3)=[CH:47][CH:46]=2)=[O:44])[CH2:53][CH2:52][O:51][CH2:50][CH2:49]1. The catalyst class is: 85. (2) Reactant: COC1C=C(OC)C=CC=1[CH2:5][NH:6][C:7]1[CH:14]=[CH:13][C:10]([C:11]#[N:12])=[CH:9][C:8]=1[NH:15][C:16]1[N:21]=[C:20]([NH:22][C@H:23]2[C:32]3[C:27](=[CH:28][CH:29]=[C:30]([F:33])[CH:31]=3)[O:26][CH2:25][CH2:24]2)[C:19]([NH2:34])=[CH:18][N:17]=1.O.[C:42]1(C)C=CC(S(O)(=O)=O)=CC=1.C(OC)(OC)OC. Product: [F:33][C:30]1[CH:31]=[C:32]2[C:27](=[CH:28][CH:29]=1)[O:26][CH2:25][CH2:24][C@H:23]2[N:22]1[CH:42]=[N:34][C:19]2[C:20]1=[N:21][C:16]([N:15]1[C:8]3[CH:9]=[C:10]([C:11]#[N:12])[CH:13]=[CH:14][C:7]=3[N:6]=[CH:5]1)=[N:17][CH:18]=2. The catalyst class is: 5.